From a dataset of Full USPTO retrosynthesis dataset with 1.9M reactions from patents (1976-2016). Predict the reactants needed to synthesize the given product. (1) Given the product [CH3:1][C@@H:2]([O:5][C:9]1[CH:10]=[CH:11][C:12]2[CH2:13][N:14]([C:20]([O:22][C:23]([CH3:26])([CH3:25])[CH3:24])=[O:21])[CH2:15][CH2:16][O:17][C:18]=2[N:19]=1)[CH2:3][CH3:4], predict the reactants needed to synthesize it. The reactants are: [CH3:1][C@@H:2]([OH:5])[CH2:3][CH3:4].[H-].[Na+].Cl[C:9]1[CH:10]=[CH:11][C:12]2[CH2:13][N:14]([C:20]([O:22][C:23]([CH3:26])([CH3:25])[CH3:24])=[O:21])[CH2:15][CH2:16][O:17][C:18]=2[N:19]=1.O. (2) Given the product [F:2][C:3]1([F:9])[CH2:8][CH2:7][N:6]([C:28]([NH:27][C:10](=[O:26])[O:11][CH2:12][CH:13]2[C:14]3[CH:15]=[CH:16][CH:17]=[CH:18][C:19]=3[C:20]3[C:25]2=[CH:24][CH:23]=[CH:22][CH:21]=3)=[S:29])[CH2:5][CH2:4]1, predict the reactants needed to synthesize it. The reactants are: Cl.[F:2][C:3]1([F:9])[CH2:8][CH2:7][NH:6][CH2:5][CH2:4]1.[C:10]([N:27]=[C:28]=[S:29])(=[O:26])[O:11][CH2:12][CH:13]1[C:25]2[CH:24]=[CH:23][CH:22]=[CH:21][C:20]=2[C:19]2[C:14]1=[CH:15][CH:16]=[CH:17][CH:18]=2.C([O-])(O)=O.[Na+]. (3) Given the product [CH2:6]([O:13][C:14]1[CH:22]=[C:21]2[C:17]([C:18]([C:31]([O:33][CH2:36][CH3:37])=[O:32])=[N:19][NH:20]2)=[CH:16][CH:15]=1)[C:7]1[CH:8]=[CH:9][CH:10]=[CH:11][CH:12]=1, predict the reactants needed to synthesize it. The reactants are: S(=O)(=O)(O)O.[CH2:6]([O:13][C:14]1[CH:15]=[CH:16][C:17]2[C:21]([CH:22]=1)=[N:20][N:19](COCC[Si](C)(C)C)[C:18]=2[C:31]([OH:33])=[O:32])[C:7]1[CH:12]=[CH:11][CH:10]=[CH:9][CH:8]=1.[OH-].[Na+].[CH2:36](O)[CH3:37]. (4) Given the product [CH2:18]([N:15]1[C:16]2[CH:17]=[C:9]3[N:8]=[C:7]([C:3]4[C:2]([NH:1][C:24]([C:25]5[CH:33]=[CH:32][C:31]6[O:30][CH2:29][O:28][C:27]=6[CH:26]=5)=[O:34])=[CH:6][NH:5][N:4]=4)[NH:23][C:10]3=[CH:11][C:12]=2[C:13]([CH3:22])([CH3:21])[C:14]1=[O:20])[CH3:19], predict the reactants needed to synthesize it. The reactants are: [NH2:1][C:2]1[C:3]([C:7]2[NH:23][C:10]3=[CH:11][C:12]4[C:13]([CH3:22])([CH3:21])[C:14](=[O:20])[N:15]([CH2:18][CH3:19])[C:16]=4[CH:17]=[C:9]3[N:8]=2)=[N:4][NH:5][CH:6]=1.[C:24](O)(=[O:34])[C:25]1[CH:33]=[CH:32][C:31]2[O:30][CH2:29][O:28][C:27]=2[CH:26]=1.